From a dataset of Forward reaction prediction with 1.9M reactions from USPTO patents (1976-2016). Predict the product of the given reaction. Given the reactants [N:1]([O-])=O.[Na+].[CH]Cl.[C:7]1([C:13]2[C:17]([C:18]#[C:19][C:20]3[CH:25]=[CH:24][CH:23]=[CH:22][CH:21]=3)=[C:16]([NH2:26])[NH:15][N:14]=2)[CH:12]=[CH:11][CH:10]=[CH:9][CH:8]=1.[Na+].[Cl-:28], predict the reaction product. The product is: [Cl:28][C:18]1[C:19]([C:20]2[CH:21]=[CH:22][CH:23]=[CH:24][CH:25]=2)=[N:1][N:26]=[C:16]2[NH:15][N:14]=[C:13]([C:7]3[CH:8]=[CH:9][CH:10]=[CH:11][CH:12]=3)[C:17]=12.